This data is from Reaction yield outcomes from USPTO patents with 853,638 reactions. The task is: Predict the reaction yield, written as a fraction of the theoretical maximum amount of product (1.0 means a 100% yield; for example, 0.34 means a 34% yield). (1) The reactants are Br[CH2:2][C@@H:3]([C:5]1[O:9][N:8]=[C:7]([Br:10])[CH:6]=1)[OH:4].C(=O)([O-])[O-].[K+].[K+]. The catalyst is CC(C)=O. The product is [Br:10][C:7]1[CH:6]=[C:5]([C@@H:3]2[CH2:2][O:4]2)[O:9][N:8]=1. The yield is 0.530. (2) The reactants are O1[C:5]2([CH2:10][CH2:9][CH:8]([CH2:11][C:12]([O:14][CH2:15][CH3:16])=[O:13])[CH2:7][CH2:6]2)[O:4]CC1.Cl.C([O-])(O)=O.[Na+]. The catalyst is C(#N)C. The product is [O:4]=[C:5]1[CH2:10][CH2:9][CH:8]([CH2:11][C:12]([O:14][CH2:15][CH3:16])=[O:13])[CH2:7][CH2:6]1. The yield is 0.781.